From a dataset of Reaction yield outcomes from USPTO patents with 853,638 reactions. Predict the reaction yield, written as a fraction of the theoretical maximum amount of product (1.0 means a 100% yield; for example, 0.34 means a 34% yield). The reactants are Br[CH2:2][C:3]1[CH:4]=[CH:5][C:6]2[S:10][CH:9]=[C:8]([C:11]3[CH:23]=[CH:22][C:14]([O:15][CH:16]4[CH2:21][CH2:20][O:19][CH2:18][CH2:17]4)=[CH:13][C:12]=3[CH3:24])[C:7]=2[CH:25]=1.[OH:26][C:27]1[N:32]=[CH:31][C:30]([CH:33]([C:40]#[C:41][CH3:42])[CH2:34][C:35]([O:37][CH2:38][CH3:39])=[O:36])=[CH:29][CH:28]=1. The catalyst is C1(C)C=CC=CC=1. The product is [CH3:24][C:12]1[CH:13]=[C:14]([O:15][CH:16]2[CH2:21][CH2:20][O:19][CH2:18][CH2:17]2)[CH:22]=[CH:23][C:11]=1[C:8]1[C:7]2[CH:25]=[C:3]([CH2:2][O:26][C:27]3[N:32]=[CH:31][C:30]([CH:33]([C:40]#[C:41][CH3:42])[CH2:34][C:35]([O:37][CH2:38][CH3:39])=[O:36])=[CH:29][CH:28]=3)[CH:4]=[CH:5][C:6]=2[S:10][CH:9]=1. The yield is 0.240.